This data is from Reaction yield outcomes from USPTO patents with 853,638 reactions. The task is: Predict the reaction yield, written as a fraction of the theoretical maximum amount of product (1.0 means a 100% yield; for example, 0.34 means a 34% yield). (1) The reactants are [Cl:1][C:2]1[CH:7]=[C:6](I)[CH:5]=[C:4]([CH3:9])[C:3]=1[C:10](=[O:12])[CH3:11].[O-]P([O-])([O-])=O.[K+].[K+].[K+].[CH3:21][O:22][C:23]1[CH:28]=[CH:27][C:26]([OH:29])=[CH:25][CH:24]=1. The catalyst is CN(C=O)C.CCCC[N+](CCCC)(CCCC)CCCC.[Br-].[Cu]I. The product is [Cl:1][C:2]1[CH:7]=[C:6]([O:29][C:26]2[CH:27]=[CH:28][C:23]([O:22][CH3:21])=[CH:24][CH:25]=2)[CH:5]=[C:4]([CH3:9])[C:3]=1[C:10](=[O:12])[CH3:11]. The yield is 0.190. (2) The reactants are Cl.Cl.Cl.[O:4]1[C:8]2[CH:9]=[CH:10][CH:11]=[C:12]([N:13]3[CH2:18][CH2:17][N:16]([CH2:19][CH2:20][C@H:21]4[CH2:26][CH2:25][C@H:24]([NH2:27])[CH2:23][CH2:22]4)[CH2:15][CH2:14]3)[C:7]=2[O:6][CH2:5]1.C(N(CC)C(C)C)(C)C.[F:37][C:38]([F:45])([F:44])[CH2:39][S:40](Cl)(=[O:42])=[O:41].C([O-])(O)=O.[Na+]. The catalyst is ClCCl. The product is [O:4]1[C:8]2[CH:9]=[CH:10][CH:11]=[C:12]([N:13]3[CH2:18][CH2:17][N:16]([CH2:19][CH2:20][C@H:21]4[CH2:26][CH2:25][C@H:24]([NH:27][S:40]([CH2:39][C:38]([F:45])([F:44])[F:37])(=[O:42])=[O:41])[CH2:23][CH2:22]4)[CH2:15][CH2:14]3)[C:7]=2[O:6][CH2:5]1. The yield is 0.411.